The task is: Regression. Given a peptide amino acid sequence and an MHC pseudo amino acid sequence, predict their binding affinity value. This is MHC class II binding data.. This data is from Peptide-MHC class II binding affinity with 134,281 pairs from IEDB. (1) The peptide sequence is TEAKEGLKRGEITHHAV. The MHC is DRB4_0101 with pseudo-sequence DRB4_0103. The binding affinity (normalized) is 0.415. (2) The peptide sequence is GMKVKNTIAATSFAA. The MHC is DRB1_1101 with pseudo-sequence DRB1_1101. The binding affinity (normalized) is 0.221. (3) The peptide sequence is RESKIREELIKLKTW. The MHC is DRB1_0101 with pseudo-sequence DRB1_0101. The binding affinity (normalized) is 0.542. (4) The peptide sequence is GGLVQPGGSLRLSCA. The MHC is DRB1_0701 with pseudo-sequence DRB1_0701. The binding affinity (normalized) is 0.489. (5) The peptide sequence is YDKFLANVSFVLTGK. The MHC is DRB1_0701 with pseudo-sequence DRB1_0701. The binding affinity (normalized) is 0.805. (6) The peptide sequence is AFKVAATARNAAPAN. The MHC is DRB1_0401 with pseudo-sequence DRB1_0401. The binding affinity (normalized) is 0.924. (7) The peptide sequence is EKKYFAATQFEPLAF. The MHC is HLA-DPA10201-DPB11401 with pseudo-sequence HLA-DPA10201-DPB11401. The binding affinity (normalized) is 0.807.